Dataset: Catalyst prediction with 721,799 reactions and 888 catalyst types from USPTO. Task: Predict which catalyst facilitates the given reaction. (1) Reactant: Br[C:2]1[N:3]=[C:4]([C:16]2[O:17][C:18]([C:21]3[CH:26]=[CH:25][CH:24]=[CH:23][CH:22]=3)=[N:19][N:20]=2)[C:5]([NH:8][C:9](=[O:15])[O:10][C:11]([CH3:14])([CH3:13])[CH3:12])=[N:6][CH:7]=1.[NH:27]1[CH2:32][CH2:31][NH:30][CH2:29][CH2:28]1. Product: [C:21]1([C:18]2[O:17][C:16]([C:4]3[C:5]([NH:8][C:9](=[O:15])[O:10][C:11]([CH3:14])([CH3:13])[CH3:12])=[N:6][CH:7]=[C:2]([N:27]4[CH2:32][CH2:31][NH:30][CH2:29][CH2:28]4)[N:3]=3)=[N:20][N:19]=2)[CH:26]=[CH:25][CH:24]=[CH:23][CH:22]=1. The catalyst class is: 3. (2) Reactant: O[CH:2]([C:10]1[CH:15]=[CH:14][C:13]([C:16]2[N:17]=[N:18][C:19]([N:22]([CH3:33])[CH:23]3[CH2:28][C:27]([CH3:30])([CH3:29])[NH:26][C:25]([CH3:32])([CH3:31])[CH2:24]3)=[CH:20][CH:21]=2)=[C:12]([O:34][CH3:35])[CH:11]=1)[CH2:3][NH:4][C:5]([CH:7]1[CH2:9][CH2:8]1)=O.P(Cl)(Cl)(Cl)=O.C1(C)C=CC=CC=1. Product: [CH:7]1([C:5]2[C:15]3[C:10](=[CH:11][C:12]([O:34][CH3:35])=[C:13]([C:16]4[N:17]=[N:18][C:19]([N:22]([CH3:33])[CH:23]5[CH2:28][C:27]([CH3:29])([CH3:30])[NH:26][C:25]([CH3:31])([CH3:32])[CH2:24]5)=[CH:20][CH:21]=4)[CH:14]=3)[CH:2]=[CH:3][N:4]=2)[CH2:9][CH2:8]1. The catalyst class is: 10. (3) Reactant: [C:1]1([CH2:7][C:8]#[N:9])[CH:6]=[CH:5][CH:4]=[CH:3][CH:2]=1.[C:10]([O:14][CH3:15])(=[O:13])[CH:11]=[CH2:12]. Product: [CH3:15][O:14][C:10](=[O:13])[CH2:11][CH2:12][C:7]([C:8]#[N:9])([C:1]1[CH:6]=[CH:5][CH:4]=[CH:3][CH:2]=1)[CH2:12][CH2:11][C:10]([O:14][CH3:15])=[O:13]. The catalyst class is: 107. (4) Reactant: [C:1]([O:5][C:6]([N:8]1[C:16]2[C:11](=[CH:12][C:13]([OH:17])=[CH:14][CH:15]=2)[CH2:10][CH2:9]1)=[O:7])([CH3:4])([CH3:3])[CH3:2].Cl[CH2:19][C:20]1[CH:25]=[CH:24][C:23]([C:26]2[CH:31]=[CH:30][CH:29]=[CH:28][CH:27]=2)=[C:22]([O:32][C:33]([F:36])([F:35])[F:34])[CH:21]=1.C(=O)([O-])[O-].[K+].[K+].C(=O)(O)[O-].[Na+]. Product: [C:1]([O:5][C:6]([N:8]1[C:16]2[C:11](=[CH:12][C:13]([O:17][CH2:19][C:20]3[CH:25]=[CH:24][C:23]([C:26]4[CH:31]=[CH:30][CH:29]=[CH:28][CH:27]=4)=[C:22]([O:32][C:33]([F:34])([F:35])[F:36])[CH:21]=3)=[CH:14][CH:15]=2)[CH2:10][CH2:9]1)=[O:7])([CH3:4])([CH3:2])[CH3:3]. The catalyst class is: 3. (5) The catalyst class is: 2. Reactant: C1C2C(COC([N:18]3[CH2:23][C@H:22]([C:24](=[O:44])[N:25]([CH:41]4[CH2:43][CH2:42]4)[CH2:26][C:27]4[C:35]5[C:30](=[CH:31][CH:32]=[CH:33][CH:34]=5)[N:29]([CH2:36][CH2:37][CH2:38][O:39][CH3:40])[CH:28]=4)[CH2:21][C@H:20]([NH2:45])[CH2:19]3)=O)C3C(=CC=CC=3)C=2C=CC=1.ClC(Cl)C.[C:50]([N:54]=[C:55]=[O:56])([CH3:53])([CH3:52])[CH3:51]. Product: [CH:41]1([N:25]([CH2:26][C:27]2[C:35]3[C:30](=[CH:31][CH:32]=[CH:33][CH:34]=3)[N:29]([CH2:36][CH2:37][CH2:38][O:39][CH3:40])[CH:28]=2)[C:24]([C@@H:22]2[CH2:21][C@H:20]([NH:45][C:55]([NH:54][C:50]([CH3:53])([CH3:52])[CH3:51])=[O:56])[CH2:19][NH:18][CH2:23]2)=[O:44])[CH2:42][CH2:43]1. (6) Reactant: [Cl:1][C:2]1[CH:7]=[CH:6][C:5]([NH:8][C:9](=[O:30])[C:10]2[CH:15]=[CH:14][C:13]([O:16][Si:17]([CH:24]([CH3:26])[CH3:25])([CH:21]([CH3:23])[CH3:22])[CH:18]([CH3:20])[CH3:19])=[CH:12][C:11]=2[N+:27]([O-])=O)=[CH:4][CH:3]=1.O.O.[Sn](Cl)Cl. Product: [NH2:27][C:11]1[CH:12]=[C:13]([O:16][Si:17]([CH:21]([CH3:23])[CH3:22])([CH:24]([CH3:26])[CH3:25])[CH:18]([CH3:19])[CH3:20])[CH:14]=[CH:15][C:10]=1[C:9]([NH:8][C:5]1[CH:4]=[CH:3][C:2]([Cl:1])=[CH:7][CH:6]=1)=[O:30]. The catalyst class is: 14.